From a dataset of Experimentally validated miRNA-target interactions with 360,000+ pairs, plus equal number of negative samples. Binary Classification. Given a miRNA mature sequence and a target amino acid sequence, predict their likelihood of interaction. (1) The miRNA is hsa-miR-7978 with sequence UCUGGUGUAUAGCGUUGCUCA. The protein sequence of the target gene is MPPPAPGARLRLLAAAALAGLAVISRGLLSQSLEFNSPADNYTVCEGDNATLSCFIDEHVTRVAWLNRSNILYAGNDRWTSDPRVRLLINTPEEFSILITEVGLGDEGLYTCSFQTRHQPYTTQVYLIVHVPARIVNISSPVTVNEGGNVNLLCLAVGRPEPTVTWRQLRDGFTSEGEILEISDIQRGQAGEYECVTHNGVNSAPDSRRVLVTVNYPPTITDVTSARTALGRAALLRCEAMAVPPADFQWYKDDRLLSSGTAEGLKVQTERTRSMLLFANVSARHYGNYTCRAANRLGAS.... Result: 1 (interaction). (2) The miRNA is hsa-miR-575 with sequence GAGCCAGUUGGACAGGAGC. The protein sequence of the target gene is MRGQGRKESLSDSRDLDGSYDQLTGHPPGPTKKALKQRFLKLLPCCGPQALPSVSETLAAPASLRPHRPRLLDPDSVDDEFELSTVCHRPEGLEQLQEQTKFTRKELQVLYRGFKNECPSGIVNEENFKQIYSQFFPQGDSSTYATFLFNAFDTNHDGSVSFEDFVAGLSVILRGTVDDRLNWAFNLYDLNKDGCITKEEMLDIMKSIYDMMGKYTYPALREEAPREHVESFFQKMDRNKDGVVTIEEFIESCQKDENIMRSMQLFDNVI. Result: 1 (interaction). (3) The protein sequence of the target gene is MCTLQLHLLLLVVLMLSETARPQPSSTARAFPTSWGLEPVTPEVPTSAPPDSSESPTPWTLSMPVNATTDPFPALPICVCDLTPGTCDLNCCCDKDCDLLHPRTVFSFCLPGSVRSSSWVCVDNSLMFRSNSPFPSRVFTDSSGTTQFCVRVNNSKANYFQKLQTVNATNFQALAAEFGGQSFPSMPPETQPPVLFYRAGDPILTYYPSWSVVSLLRQPAAVGAGGLCAESNPAGFLESKSTTCPRFFRDLASSCTSEPALDAASYYNFRVLKVPRGVTDLQNMKFQVPVTLASQASPPL.... Result: 0 (no interaction). The miRNA is mmu-miR-6964-3p with sequence UUUCUUGUCUUCCACUCUAG.